From a dataset of Full USPTO retrosynthesis dataset with 1.9M reactions from patents (1976-2016). Predict the reactants needed to synthesize the given product. (1) Given the product [Cl:1][C:2]1[CH:3]=[C:4]([C:8]2[C:9](=[O:30])[N:10]([CH2:25][CH:26]3[CH2:29][CH2:28][CH2:27]3)[C:11]3[CH2:12][CH2:13][NH:14][CH2:15][C:16]=3[CH:17]=2)[CH:5]=[CH:6][CH:7]=1, predict the reactants needed to synthesize it. The reactants are: [Cl:1][C:2]1[CH:3]=[C:4]([C:8]2[C:9](=[O:30])[N:10]([CH2:25][CH:26]3[CH2:29][CH2:28][CH2:27]3)[C:11]3[CH2:12][CH2:13][N:14](C(OC(C)(C)C)=O)[CH2:15][C:16]=3[CH:17]=2)[CH:5]=[CH:6][CH:7]=1.C(O)(C(F)(F)F)=O.C(Cl)Cl. (2) Given the product [Cl:34][C:30]1[C:29]([F:35])=[C:28]([NH:27][C:18]2[C:17]3[C:22](=[CH:23][C:24]([O:25][CH3:26])=[C:15]([O:14][C@@H:11]4[CH2:12][CH2:13][N:8]([C:6]([O:5][C:1]([CH3:4])([CH3:3])[CH3:2])=[O:7])[C@@H:9]([C:36]([NH:40][CH3:39])=[O:38])[CH2:10]4)[CH:16]=3)[N:21]=[CH:20][N:19]=2)[CH:33]=[CH:32][CH:31]=1, predict the reactants needed to synthesize it. The reactants are: [C:1]([O:5][C:6]([N:8]1[CH2:13][CH2:12][C@@H:11]([O:14][C:15]2[CH:16]=[C:17]3[C:22](=[CH:23][C:24]=2[O:25][CH3:26])[N:21]=[CH:20][N:19]=[C:18]3[NH:27][C:28]2[CH:33]=[CH:32][CH:31]=[C:30]([Cl:34])[C:29]=2[F:35])[CH2:10][C@@H:9]1[C:36]([OH:38])=O)=[O:7])([CH3:4])([CH3:3])[CH3:2].[CH3:39][N:40]1CCOCC1.CN. (3) Given the product [Cl:1][C:2]1[N:7]=[C:6]([C:8]2[CH:13]=[CH:12][CH:11]=[CH:10][N:9]=2)[N:5]=[C:4]([NH:14][CH2:15][C:16]([F:19])([F:18])[F:17])[C:3]=1[C:21]1[C:26]([F:27])=[CH:25][C:24]([O:35][CH2:34][CH2:33][CH2:32][N:31]([CH3:36])[CH3:30])=[CH:23][C:22]=1[F:29], predict the reactants needed to synthesize it. The reactants are: [Cl:1][C:2]1[N:7]=[C:6]([C:8]2[CH:13]=[CH:12][CH:11]=[CH:10][N:9]=2)[N:5]=[C:4]([NH:14][C@@H:15](C)[C:16]([F:19])([F:18])[F:17])[C:3]=1[C:21]1[C:26]([F:27])=[CH:25][C:24](F)=[CH:23][C:22]=1[F:29].[CH3:30][N:31]([CH3:36])[CH2:32][CH2:33][CH2:34][OH:35]. (4) Given the product [Br:1][C:2]1[CH:3]=[C:4]([C:5]2[O:6][C:9]([CH3:11])([CH3:10])[N:8]([C:16](=[O:18])[CH3:17])[N:7]=2)[CH:12]=[CH:13][C:14]=1[CH3:15], predict the reactants needed to synthesize it. The reactants are: [Br:1][C:2]1[CH:3]=[C:4]([CH:12]=[CH:13][C:14]=1[CH3:15])[C:5]([NH:7][N:8]=[C:9]([CH3:11])[CH3:10])=[O:6].[C:16](OC(=O)C)(=[O:18])[CH3:17]. (5) Given the product [Cl:8][C:6]1[N:5]=[C:4]([O:9][CH3:10])[N:3]=[C:2]([NH:20][CH2:19][CH2:18][C:15]2[CH:16]=[CH:17][C:12]([Cl:11])=[CH:13][CH:14]=2)[CH:7]=1, predict the reactants needed to synthesize it. The reactants are: Cl[C:2]1[CH:7]=[C:6]([Cl:8])[N:5]=[C:4]([O:9][CH3:10])[N:3]=1.[Cl:11][C:12]1[CH:17]=[CH:16][C:15]([CH2:18][CH2:19][NH2:20])=[CH:14][CH:13]=1.C(=O)(O)[O-].[Na+].O.